This data is from Full USPTO retrosynthesis dataset with 1.9M reactions from patents (1976-2016). The task is: Predict the reactants needed to synthesize the given product. (1) The reactants are: [P:1]([C:4]1[CH:9]=[CH:8][CH:7]=[CH:6][CH:5]=1)(Cl)Cl.[NH:10]([CH2:13][CH3:14])[CH2:11][CH3:12].[Li][CH2:16]CCC.Cl.[Mg]. Given the product [N:10]1[CH:13]=[CH:14][CH:16]=[CH:12][C:11]=1[PH:1][C:4]1[CH:9]=[CH:8][CH:7]=[CH:6][CH:5]=1, predict the reactants needed to synthesize it. (2) Given the product [C:34]([O:33][C:31]([N:21]1[CH2:25][CH:24]=[C:23]([C:26](=[O:27])[NH:11][C@H:8]([C:5]2[CH:6]=[CH:7][C:2]([Cl:1])=[C:3]([C:13]([C:15]3[CH:16]=[N:17][CH:18]=[CH:19][CH:20]=3)=[O:14])[C:4]=2[F:12])[CH2:9][CH3:10])[CH2:22]1)=[O:32])([CH3:37])([CH3:36])[CH3:35], predict the reactants needed to synthesize it. The reactants are: [Cl:1][C:2]1[CH:7]=[CH:6][C:5]([C@@H:8]([NH2:11])[CH2:9][CH3:10])=[C:4]([F:12])[C:3]=1[C:13]([C:15]1[CH:16]=[N:17][CH:18]=[CH:19][CH:20]=1)=[O:14].[N:21]1([C:31]([O:33][C:34]([CH3:37])([CH3:36])[CH3:35])=[O:32])[CH2:25][CH:24]=[C:23]([C:26](OCC)=[O:27])[CH2:22]1.C(N=C=NCCCN(C)C)C.ON1C2N=CC=CC=2N=N1.C(N(CC)CC)C. (3) Given the product [C:1]([N:8]1[CH2:12][C@@H:11]([N:13]=[N+:14]=[N-:15])[CH2:10][C@H:9]1[C:16]([N:21]([CH3:22])[CH3:20])=[O:18])([O:3][C:4]([CH3:5])([CH3:6])[CH3:7])=[O:2], predict the reactants needed to synthesize it. The reactants are: [C:1]([N:8]1[CH2:12][C@@H:11]([N:13]=[N+:14]=[N-:15])[CH2:10][C@H:9]1[C:16]([OH:18])=O)([O:3][C:4]([CH3:7])([CH3:6])[CH3:5])=[O:2].C[CH2:20][N:21](C(C)C)[CH:22](C)C.CNC.C1COCC1.C1C=CC2N(O)N=NC=2C=1.C(Cl)CCl. (4) Given the product [CH2:17]([C:3]1[CH:4]=[C:5]2[C:10]([CH:11]([CH2:14][CH3:15])[CH2:12][CH3:13])=[N:9][N:8]([CH3:16])[C:6]2=[N:7][C:2]=1[C:22]1[CH:23]=[CH:24][C:25]([O:27][C:28]([F:30])([F:31])[F:29])=[CH:26][C:21]=1[O:20][CH3:19])[CH3:18], predict the reactants needed to synthesize it. The reactants are: Cl[C:2]1[N:7]=[C:6]2[N:8]([CH3:16])[N:9]=[C:10]([CH:11]([CH2:14][CH3:15])[CH2:12][CH3:13])[C:5]2=[CH:4][C:3]=1[CH2:17][CH3:18].[CH3:19][O:20][C:21]1[CH:26]=[C:25]([O:27][C:28]([F:31])([F:30])[F:29])[CH:24]=[CH:23][C:22]=1B(O)O. (5) The reactants are: [Cl:1][C:2]1[CH:3]=[C:4]([CH:18]=[CH:19][CH:20]=1)[CH2:5][NH:6][C:7]([C:9]1[CH:17]=[C:16]2[C:12]([CH:13]=[N:14][NH:15]2)=[CH:11][CH:10]=1)=[O:8].Cl[CH2:22][CH2:23][N:24]1[CH:29]=[CH:28][CH:27]=[CH:26][C:25]1=[O:30].N1C2C(=CC=CC=2)C=N1. Given the product [Cl:1][C:2]1[CH:3]=[C:4]([CH:18]=[CH:19][CH:20]=1)[CH2:5][NH:6][C:7]([C:9]1[CH:10]=[CH:11][C:12]2[C:16]([CH:17]=1)=[N:15][N:14]([CH2:22][CH2:23][N:24]1[CH:29]=[CH:28][CH:27]=[CH:26][C:25]1=[O:30])[CH:13]=2)=[O:8], predict the reactants needed to synthesize it. (6) Given the product [Br:1][C:2]1[C:7](=[O:8])[N:6]([CH:9]([CH3:13])[C:10]([NH:51][CH2:50][C:47]2[CH:48]=[CH:49][N:44]=[CH:45][CH:46]=2)=[O:11])[N:5]=[CH:4][C:3]=1[NH:14][C@@H:15]1[CH2:20][C@@H:19]2[CH2:21][C@@H:17]([C:18]2([CH3:22])[CH3:23])[C@H:16]1[CH3:24], predict the reactants needed to synthesize it. The reactants are: [Br:1][C:2]1[C:7](=[O:8])[N:6]([CH:9]([CH3:13])[C:10](O)=[O:11])[N:5]=[CH:4][C:3]=1[NH:14][C@@H:15]1[CH2:20][C@@H:19]2[CH2:21][C@@H:17]([C:18]2([CH3:23])[CH3:22])[C@H:16]1[CH3:24].Cl.CN(C)CCCN=C=NCC.C(N(CC)CC)C.[N:44]1[CH:49]=[CH:48][C:47]([CH2:50][NH2:51])=[CH:46][CH:45]=1. (7) Given the product [Br:28][CH2:2][C:3]1[CH:8]=[CH:7][C:6]([CH2:9][CH2:10][N:11]2[CH:16]=[CH:15][C:14]([O:17][CH2:18][C:19]3[C:24]([CH3:25])=[CH:23][CH:22]=[CH:21][N:20]=3)=[CH:13][C:12]2=[O:26])=[CH:5][CH:4]=1, predict the reactants needed to synthesize it. The reactants are: O[CH2:2][C:3]1[CH:8]=[CH:7][C:6]([CH2:9][CH2:10][N:11]2[CH:16]=[CH:15][C:14]([O:17][CH2:18][C:19]3[C:24]([CH3:25])=[CH:23][CH:22]=[CH:21][N:20]=3)=[CH:13][C:12]2=[O:26])=[CH:5][CH:4]=1.P(Br)(Br)[Br:28].C(OC)(C)(C)C.